From a dataset of Reaction yield outcomes from USPTO patents with 853,638 reactions. Predict the reaction yield, written as a fraction of the theoretical maximum amount of product (1.0 means a 100% yield; for example, 0.34 means a 34% yield). (1) The reactants are [CH:1]([C:3]1[S:7][C:6]([NH:8][C:9](=[O:11])[CH3:10])=[N:5][CH:4]=1)=O.[CH:12]([CH:15]1[CH2:20][CH2:19][NH:18][CH2:17][CH2:16]1)([CH3:14])[CH3:13]. No catalyst specified. The product is [CH:12]([CH:15]1[CH2:20][CH2:19][N:18]([CH2:1][C:3]2[S:7][C:6]([NH:8][C:9](=[O:11])[CH3:10])=[N:5][CH:4]=2)[CH2:17][CH2:16]1)([CH3:14])[CH3:13]. The yield is 0.230. (2) The reactants are [OH:1][C:2]1[CH:3]=[C:4]([C:8]2[N:16]=[C:15]3[C:11]([NH:12][C:13](=[O:23])[N:14]3[CH:17]3[CH2:22][CH2:21][O:20][CH2:19][CH2:18]3)=[C:10]([C:24]([O:26]C)=O)[N:9]=2)[CH:5]=[CH:6][CH:7]=1.[Si](OC1C=C(C2N=C3C(NC(=O)N3C3CCOCC3)=C(C(OC)=O)[N:53]=2)C=CC=1)(C(C)(C)C)(C1C=CC=CC=1)C1C=CC=CC=1. The catalyst is [F-].C([N+](CCCC)(CCCC)CCCC)CCC. The product is [OH:1][C:2]1[CH:3]=[C:4]([C:8]2[N:16]=[C:15]3[C:11]([NH:12][C:13](=[O:23])[N:14]3[CH:17]3[CH2:18][CH2:19][O:20][CH2:21][CH2:22]3)=[C:10]([C:24]([NH2:53])=[O:26])[N:9]=2)[CH:5]=[CH:6][CH:7]=1. The yield is 0.580. (3) The reactants are C1CCC(N=C=NC2CCCCC2)CC1.C1C=CC2N(O)N=NC=2C=1.Cl.[O:27]1[CH2:32][CH2:31][N:30]([CH:33]([C:37]2[CH:42]=[CH:41][CH:40]=[CH:39][CH:38]=2)[C:34]([OH:36])=[O:35])[CH2:29][CH2:28]1.[N:43]12[CH2:50][CH2:49][CH:46]([CH2:47][CH2:48]1)[C@@H:45](O)[CH2:44]2. The catalyst is C1COCC1. The product is [O:27]1[CH2:28][CH2:29][N:30]([CH:33]([C:37]2[CH:42]=[CH:41][CH:40]=[CH:39][CH:38]=2)[C:34]([O:36][C@@H:45]2[CH:46]3[CH2:49][CH2:50][N:43]([CH2:48][CH2:47]3)[CH2:44]2)=[O:35])[CH2:31][CH2:32]1. The yield is 0.234. (4) The product is [Cl:10][C:6]1[CH:5]=[N:4][CH:3]=[C:2]([C:26]2[CH:25]=[C:24]3[C:29](=[CH:28][CH:27]=2)[N:21]([C:19](=[O:20])[CH2:18][C:14]2[CH:15]=[CH:16][CH:17]=[C:12]([CH3:11])[CH:13]=2)[CH2:22][CH2:23]3)[C:7]=1[C:8]#[N:9]. The catalyst is O1CCOCC1.O.C1C=CC(/C=C/C(/C=C/C2C=CC=CC=2)=O)=CC=1.C1C=CC(/C=C/C(/C=C/C2C=CC=CC=2)=O)=CC=1.C1C=CC(/C=C/C(/C=C/C2C=CC=CC=2)=O)=CC=1.[Pd].[Pd]. The reactants are Cl[C:2]1[CH:3]=[N:4][CH:5]=[C:6]([Cl:10])[C:7]=1[C:8]#[N:9].[CH3:11][C:12]1[CH:13]=[C:14]([CH2:18][C:19]([N:21]2[C:29]3[C:24](=[CH:25][C:26](B4OC(C)(C)C(C)(C)O4)=[CH:27][CH:28]=3)[CH2:23][CH2:22]2)=[O:20])[CH:15]=[CH:16][CH:17]=1.[O-]P([O-])([O-])=O.[K+].[K+].[K+].F[B-](F)(F)F.C([PH+](C(C)(C)C)C(C)(C)C)(C)(C)C. The yield is 0.260. (5) The reactants are FC(F)(F)C(O)=O.[CH3:8][O:9][C:10](=[O:27])[C:11]1[CH:16]=[CH:15][C:14]([O:17][CH2:18][C:19]([O:21]C(C)(C)C)=[O:20])=[C:13]([CH3:26])[CH:12]=1. The catalyst is ClCCl. The product is [CH3:8][O:9][C:10](=[O:27])[C:11]1[CH:16]=[CH:15][C:14]([O:17][CH2:18][C:19]([OH:21])=[O:20])=[C:13]([CH3:26])[CH:12]=1. The yield is 1.00. (6) The reactants are Br[C:2]1[CH:3]=[C:4]([NH2:16])[CH:5]=[C:6]([C:8]2[CH:13]=[CH:12][C:11]([F:14])=[CH:10][C:9]=2[F:15])[CH:7]=1.[F:17][C:18]1[N:23]=[CH:22][C:21](B(O)O)=[CH:20][CH:19]=1.C([O-])([O-])=O.[K+].[K+]. The catalyst is C1C=CC(P(C2C=CC=CC=2)[C-]2C=CC=C2)=CC=1.C1C=CC(P(C2C=CC=CC=2)[C-]2C=CC=C2)=CC=1.Cl[Pd]Cl.[Fe+2].CC(N(C)C)=O.O. The product is [F:15][C:9]1[CH:10]=[C:11]([F:14])[CH:12]=[CH:13][C:8]=1[C:6]1[CH:7]=[C:2]([C:21]2[CH:22]=[N:23][C:18]([F:17])=[CH:19][CH:20]=2)[CH:3]=[C:4]([NH2:16])[CH:5]=1. The yield is 0.610.